Dataset: Retrosynthesis with 50K atom-mapped reactions and 10 reaction types from USPTO. Task: Predict the reactants needed to synthesize the given product. (1) Given the product COc1ccc(CN2C[C@@H](C)[C@H](c3nc4c(cnn4C(C)C)c(=O)[nH]3)C2)cn1, predict the reactants needed to synthesize it. The reactants are: CC(C)n1ncc2c(=O)[nH]c([C@@H]3CNC[C@H]3C)nc21.COc1ccc(C=O)cn1. (2) Given the product CC(O)(CO)C1CCNCC1, predict the reactants needed to synthesize it. The reactants are: CC(O)(CO)c1ccncc1. (3) Given the product CCCCOc1ccc(C(C)(C)C)cc1C(O)(c1cc(C(C)(C)C)ccc1OCCCC)[C@@H](C)N=Cc1ccccc1O, predict the reactants needed to synthesize it. The reactants are: CCCCOc1ccc(C(C)(C)C)cc1C(O)(c1cc(C(C)(C)C)ccc1OCCCC)[C@@H](C)N.O=Cc1ccccc1O. (4) Given the product O=C(O)CNC(=O)C(=NO)c1cccs1, predict the reactants needed to synthesize it. The reactants are: NO.O=C(O)CNC(=O)C(=O)c1cccs1. (5) Given the product CC(C)(C)OC(=O)N[C@H](C(=O)Nc1cccc(F)c1OC[C@@H]1CN(C(=O)OC(C)(C)C)[C@H](CO)CO1)C(c1ccc(F)cc1)c1ccc(F)cc1, predict the reactants needed to synthesize it. The reactants are: CC(C)(C)OC(=O)N[C@H](C(=O)Nc1cccc(F)c1OC[C@@H]1CN(C(=O)OC(C)(C)C)[C@H](CO[Si](C)(C)C(C)(C)C)CO1)C(c1ccc(F)cc1)c1ccc(F)cc1. (6) Given the product N[C@H]1CSc2c(Br)cccc2NC1=O, predict the reactants needed to synthesize it. The reactants are: CC(C)(C)OC(=O)N[C@H]1CSc2c(Br)cccc2NC1=O. (7) Given the product CC(C)(C)NS(=O)(=O)c1cccc(-c2cc(-c3nc(-c4ccc(F)c(F)c4)cc(C(F)(F)F)n3)ccn2)c1, predict the reactants needed to synthesize it. The reactants are: CC(C)(C)NS(=O)(=O)c1cccc(B(O)O)c1.Fc1ccc(-c2cc(C(F)(F)F)nc(-c3ccnc(Cl)c3)n2)cc1F.